This data is from Catalyst prediction with 721,799 reactions and 888 catalyst types from USPTO. The task is: Predict which catalyst facilitates the given reaction. Reactant: [OH-].[K+].C([O:5][C:6]([C:8]1[CH:30]=[C:11]2[C:12]([C:16](=[O:29])[NH:17][CH2:18][C:19]34[CH2:28][CH:23]5[CH2:24][CH:25]([CH2:27][CH:21]([CH2:22]5)[CH2:20]3)[CH2:26]4)=[CH:13][CH:14]=[CH:15][N:10]2[N:9]=1)=[O:7])C. Product: [C:19]12([CH2:18][NH:17][C:16]([C:12]3[C:11]4[N:10]([N:9]=[C:8]([C:6]([OH:7])=[O:5])[CH:30]=4)[CH:15]=[CH:14][CH:13]=3)=[O:29])[CH2:28][CH:23]3[CH2:22][CH:21]([CH2:27][CH:25]([CH2:24]3)[CH2:26]1)[CH2:20]2. The catalyst class is: 14.